From a dataset of Peptide-MHC class I binding affinity with 185,985 pairs from IEDB/IMGT. Regression. Given a peptide amino acid sequence and an MHC pseudo amino acid sequence, predict their binding affinity value. This is MHC class I binding data. The peptide sequence is ILRHSTAHL. The MHC is HLA-B15:01 with pseudo-sequence HLA-B15:01. The binding affinity (normalized) is 0.541.